This data is from Reaction yield outcomes from USPTO patents with 853,638 reactions. The task is: Predict the reaction yield, written as a fraction of the theoretical maximum amount of product (1.0 means a 100% yield; for example, 0.34 means a 34% yield). (1) The reactants are Cl[C:2]1[C:7]([C:8]([F:11])([F:10])[F:9])=[CH:6][N:5]=[C:4]([NH:12][C:13]2[CH:18]=[CH:17][C:16]([CH:19]3[CH2:24][CH2:23][N:22]([C:25]([O:27][C:28]([CH3:31])([CH3:30])[CH3:29])=[O:26])[CH2:21][CH2:20]3)=[CH:15][C:14]=2[CH2:32][CH3:33])[N:3]=1.[C:34]([C:36]1[CH:41]=[CH:40][CH:39]=[CH:38][C:37]=1[CH2:42][C:43]([O:45][CH3:46])=[O:44])#[CH:35].C1(P(C2C=CC=CC=2)C2C=CC=CC=2)C=CC=CC=1.C(N(CC)CC)C. The catalyst is [Cu]I.Cl[Pd](Cl)([P](C1C=CC=CC=1)(C1C=CC=CC=1)C1C=CC=CC=1)[P](C1C=CC=CC=1)(C1C=CC=CC=1)C1C=CC=CC=1.CN(C=O)C. The product is [CH2:32]([C:14]1[CH:15]=[C:16]([CH:19]2[CH2:24][CH2:23][N:22]([C:25]([O:27][C:28]([CH3:31])([CH3:30])[CH3:29])=[O:26])[CH2:21][CH2:20]2)[CH:17]=[CH:18][C:13]=1[NH:12][C:4]1[N:3]=[C:2]([C:35]#[C:34][C:36]2[CH:41]=[CH:40][CH:39]=[CH:38][C:37]=2[CH2:42][C:43]([O:45][CH3:46])=[O:44])[C:7]([C:8]([F:11])([F:10])[F:9])=[CH:6][N:5]=1)[CH3:33]. The yield is 0.860. (2) The reactants are [Cl:1][C:2]1[CH:7]=[CH:6][CH:5]=[C:4]([Cl:8])[C:3]=1[CH2:9][OH:10].[H-].[Na+].Br[C:14]1[C:15]([NH2:21])=[N:16][CH:17]=[C:18]([Br:20])[N:19]=1. The catalyst is O1CCCC1. The product is [Br:20][C:18]1[N:19]=[C:14]([O:10][CH2:9][C:3]2[C:2]([Cl:1])=[CH:7][CH:6]=[CH:5][C:4]=2[Cl:8])[C:15]([NH2:21])=[N:16][CH:17]=1. The yield is 0.830.